From a dataset of Reaction yield outcomes from USPTO patents with 853,638 reactions. Predict the reaction yield, written as a fraction of the theoretical maximum amount of product (1.0 means a 100% yield; for example, 0.34 means a 34% yield). (1) The reactants are [CH2:1]([N:4]1[C@H:9]([CH3:10])[CH2:8][N:7](C(OCC)=O)[C@@H:6]([CH3:16])[CH2:5]1)[CH:2]=[CH2:3].[OH-].[K+].C(=O)=O.C1(C)C=CC=CC=1. The catalyst is C(O)C. The product is [CH2:1]([N:4]1[CH2:5][C@@H:6]([CH3:16])[NH:7][CH2:8][C@@H:9]1[CH3:10])[CH:2]=[CH2:3]. The yield is 0.690. (2) The reactants are [H-].[Al+3].[Li+].[H-].[H-].[H-].[CH2:7]([O:11][C:12]1[N:20]=[C:19]2[C:15]([N:16]=[CH:17][N:18]2[CH2:21][CH2:22][O:23][C:24]2[CH:29]=[CH:28][CH:27]=[CH:26][C:25]=2[C:30](OC)=[O:31])=[C:14]([NH2:34])[N:13]=1)[CH2:8][CH2:9][CH3:10].[OH-].[Na+]. The catalyst is C1COCC1. The product is [CH2:7]([O:11][C:12]1[N:20]=[C:19]2[C:15]([N:16]=[CH:17][N:18]2[CH2:21][CH2:22][O:23][C:24]2[CH:29]=[CH:28][CH:27]=[CH:26][C:25]=2[CH2:30][OH:31])=[C:14]([NH2:34])[N:13]=1)[CH2:8][CH2:9][CH3:10]. The yield is 0.990. (3) The reactants are [CH:1]12[CH2:18][CH:4]([CH:5]([NH:7]C(=O)OCC3C=CC=CC=3)[CH2:6]1)[CH2:3][O:2]2.C[OH:20]. The catalyst is [Pd]. The product is [NH2:7][CH:5]1[CH2:6][CH:1]2[CH2:18][CH:4]1[C:3](=[O:20])[O:2]2. The yield is 1.00. (4) The reactants are Cl.C(O[C:5]([C:7]1[CH:8]=[C:9]2[C:13](=[CH:14][CH:15]=1)[NH:12][N:11]=[C:10]2[C:16]1[CH:21]=[CH:20][C:19]([F:22])=[CH:18][CH:17]=1)=[NH:6])C.[C:23]([NH:31][NH2:32])(=O)[C:24]1[CH:29]=[CH:28][CH:27]=[CH:26][CH:25]=1. No catalyst specified. The product is [F:22][C:19]1[CH:18]=[CH:17][C:16]([C:10]2[C:9]3[C:13](=[CH:14][CH:15]=[C:7]([C:5]4[NH:6][C:23]([C:24]5[CH:29]=[CH:28][CH:27]=[CH:26][CH:25]=5)=[N:31][N:32]=4)[CH:8]=3)[NH:12][N:11]=2)=[CH:21][CH:20]=1. The yield is 0.480. (5) The reactants are [F:1][C:2]1[CH:3]=[C:4]([N:14]2[CH2:18][C@H:17]([CH2:19][NH2:20])[O:16][C:15]2=[O:21])[CH:5]=[CH:6][C:7]=1[N:8]1[CH2:13][CH2:12][O:11][CH2:10][CH2:9]1.[CH:22]1[C:31]2[C:26](=[CH:27][CH:28]=[CH:29][CH:30]=2)[CH:25]=[CH:24][C:23]=1C(CC=O)C(O)=O.C1C=CC2N([OH:48])N=NC=2C=1.Cl.CN(C)[CH2:52][CH2:53][CH2:54]N=C=NCC.[C:61](=O)(O)[O-:62].[Na+]. The catalyst is ClCCl.O. The product is [F:1][C:2]1[CH:3]=[C:4]([N:14]2[CH2:18][C@H:17]([CH2:19][NH:20][C:61](=[O:62])[CH2:54][CH2:53][C:52]([C:30]3[C:31]4[C:26](=[CH:25][CH:24]=[CH:23][CH:22]=4)[CH:27]=[CH:28][CH:29]=3)=[O:48])[O:16][C:15]2=[O:21])[CH:5]=[CH:6][C:7]=1[N:8]1[CH2:9][CH2:10][O:11][CH2:12][CH2:13]1. The yield is 0.640. (6) The reactants are N1C2C(=CC=CC=2)C(C2CCC(=O)CC2)=C1.O1[C:21]2([CH2:26][CH2:25][CH:24]([C:27]3[C:35]4[C:30](=[CH:31][CH:32]=[CH:33][C:34]=4[F:36])[NH:29][CH:28]=3)[CH2:23][CH2:22]2)[O:20]CC1. No catalyst specified. The product is [F:36][C:34]1[CH:33]=[CH:32][CH:31]=[C:30]2[C:35]=1[C:27]([CH:24]1[CH2:23][CH2:22][C:21](=[O:20])[CH2:26][CH2:25]1)=[CH:28][NH:29]2. The yield is 0.630. (7) The reactants are Cl[C:2]1[N:11]=[C:10]([C:12]([O:14][CH2:15][CH3:16])=[O:13])[C:9]2[C:4](=[C:5]([F:17])[CH:6]=[CH:7][CH:8]=2)[N:3]=1.[Br:18][C:19]1[CH:20]=[C:21](B(O)O)[CH:22]=[CH:23][CH:24]=1. No catalyst specified. The product is [Br:18][C:19]1[CH:24]=[C:23]([C:2]2[N:11]=[C:10]([C:12]([O:14][CH2:15][CH3:16])=[O:13])[C:9]3[C:4](=[C:5]([F:17])[CH:6]=[CH:7][CH:8]=3)[N:3]=2)[CH:22]=[CH:21][CH:20]=1. The yield is 0.480. (8) The reactants are [CH3:1][C:2]1[C:3]([C:18]([OH:20])=O)=[CH:4][S:5][C:6]=1/[C:7](/[CH2:10][CH2:11][N:12]1[CH2:17][CH2:16][O:15][CH2:14][CH2:13]1)=[CH:8]\[CH3:9].Cl.[NH2:22][CH2:23][C:24]1[C:25](=[O:32])[NH:26][C:27]([CH3:31])=[CH:28][C:29]=1[CH3:30].CN1CCOCC1.C1C=NC2N(O)N=NC=2C=1.C(Cl)CCl. The catalyst is CS(C)=O. The product is [CH3:30][C:29]1[CH:28]=[C:27]([CH3:31])[NH:26][C:25](=[O:32])[C:24]=1[CH2:23][NH:22][C:18]([C:3]1[C:2]([CH3:1])=[C:6](/[C:7](/[CH2:10][CH2:11][N:12]2[CH2:13][CH2:14][O:15][CH2:16][CH2:17]2)=[CH:8]\[CH3:9])[S:5][CH:4]=1)=[O:20]. The yield is 0.780.